Task: Regression/Classification. Given a drug SMILES string, predict its absorption, distribution, metabolism, or excretion properties. Task type varies by dataset: regression for continuous measurements (e.g., permeability, clearance, half-life) or binary classification for categorical outcomes (e.g., BBB penetration, CYP inhibition). Dataset: rlm.. Dataset: Rat liver microsome stability data (1) The compound is CCC(CC)[C@@H](CO)NS(=O)(=O)c1ccc(Cl)s1. The result is 1 (stable in rat liver microsomes). (2) The molecule is Cc1cnc(-c2ccccc2C(C)C)nc1NCc1ccc(-n2ccnn2)cc1. The result is 1 (stable in rat liver microsomes). (3) The compound is CCS(=O)(=O)N1CC(CC#N)(n2cc(-c3ncnc4[nH]ccc34)cn2)C1. The result is 0 (unstable in rat liver microsomes). (4) The drug is O=C(NCc1ccc(S(=O)(=O)c2cccc(C(F)(F)F)c2)cc1)c1cnc2[nH]ncc2c1. The result is 0 (unstable in rat liver microsomes). (5) The result is 1 (stable in rat liver microsomes). The molecule is O=C(Nc1nc(-c2ccccc2)cs1)c1ccncc1NS(=O)(=O)c1ccc(F)c(F)c1.